Predict the reactants needed to synthesize the given product. From a dataset of Full USPTO retrosynthesis dataset with 1.9M reactions from patents (1976-2016). Given the product [F:33][C:34]([F:48])([F:49])[C:35]1[CH:36]=[C:37]([CH:45]([NH:47][C:17]([NH:14][C:11]2[CH:12]=[CH:13][C:8]([C:6]3[CH:5]=[CH:4][N:3]=[C:2]([CH3:1])[CH:7]=3)=[CH:9][CH:10]=2)=[O:18])[CH3:46])[CH:38]=[C:39]([C:41]([F:42])([F:43])[F:44])[CH:40]=1, predict the reactants needed to synthesize it. The reactants are: [CH3:1][C:2]1[CH:7]=[C:6]([C:8]2[CH:13]=[CH:12][C:11]([NH2:14])=[CH:10][CH:9]=2)[CH:5]=[CH:4][N:3]=1.C1C(=O)N(OC(ON2C(=O)CCC2=O)=O)[C:17](=[O:18])C1.[F:33][C:34]([F:49])([F:48])[C:35]1[CH:36]=[C:37]([CH:45]([NH2:47])[CH3:46])[CH:38]=[C:39]([C:41]([F:44])([F:43])[F:42])[CH:40]=1.C(N(C(C)C)C(C)C)C.